Dataset: Peptide-MHC class I binding affinity with 185,985 pairs from IEDB/IMGT. Task: Regression. Given a peptide amino acid sequence and an MHC pseudo amino acid sequence, predict their binding affinity value. This is MHC class I binding data. (1) The peptide sequence is YKEPNSIIL. The MHC is HLA-A69:01 with pseudo-sequence HLA-A69:01. The binding affinity (normalized) is 0.0847. (2) The peptide sequence is RSFAERLDR. The MHC is HLA-A02:01 with pseudo-sequence HLA-A02:01. The binding affinity (normalized) is 0.0847. (3) The peptide sequence is YLPTQQDVL. The MHC is HLA-A68:01 with pseudo-sequence HLA-A68:01. The binding affinity (normalized) is 0.0968. (4) The peptide sequence is DTWHGFKNM. The MHC is HLA-B57:01 with pseudo-sequence HLA-B57:01. The binding affinity (normalized) is 0.0847. (5) The peptide sequence is DEKPKVMEG. The MHC is HLA-A69:01 with pseudo-sequence HLA-A69:01. The binding affinity (normalized) is 0.0847. (6) The peptide sequence is AADLTQIFEV. The MHC is HLA-A68:02 with pseudo-sequence HLA-A68:02. The binding affinity (normalized) is 0.226. (7) The peptide sequence is RSNDTELNY. The MHC is HLA-A31:01 with pseudo-sequence HLA-A31:01. The binding affinity (normalized) is 0.0847.